From a dataset of Reaction yield outcomes from USPTO patents with 853,638 reactions. Predict the reaction yield, written as a fraction of the theoretical maximum amount of product (1.0 means a 100% yield; for example, 0.34 means a 34% yield). (1) The reactants are [Cl:1][C:2]1[C:7]([O:8][CH3:9])=[CH:6][C:5]([N+:10]([O-])=O)=[CH:4][N:3]=1. The catalyst is CCOC(C)=O. The product is [Cl:1][C:2]1[N:3]=[CH:4][C:5]([NH2:10])=[CH:6][C:7]=1[O:8][CH3:9]. The yield is 0.930. (2) The reactants are [Br:1][C:2]1[CH:3]=[N:4][N:5]([C@@H:7]([CH:11]2[CH2:15][CH2:14][CH2:13][CH2:12]2)[CH2:8][CH:9]=O)[CH:6]=1.O1CCCC1.[OH-].[NH4+:22].II. The catalyst is O. The product is [Br:1][C:2]1[CH:3]=[N:4][N:5]([C@@H:7]([CH:11]2[CH2:15][CH2:14][CH2:13][CH2:12]2)[CH2:8][C:9]#[N:22])[CH:6]=1. The yield is 0.793. (3) The reactants are [CH2:1]([N:8]1[C:13](=[O:14])[C:12](Br)=[CH:11][N:10]=[CH:9]1)[C:2]1[CH:7]=[CH:6][CH:5]=[CH:4][CH:3]=1.[CH2:16]([O:23][C:24]1[CH:29]=[CH:28][C:27](B(O)O)=[CH:26][C:25]=1[F:33])[C:17]1[CH:22]=[CH:21][CH:20]=[CH:19][CH:18]=1.[Cl-].[Li+].O. The catalyst is O1CCOCC1.C(=O)([O-])[O-].[Na+].[Na+].C1C=CC([P]([Pd]([P](C2C=CC=CC=2)(C2C=CC=CC=2)C2C=CC=CC=2)([P](C2C=CC=CC=2)(C2C=CC=CC=2)C2C=CC=CC=2)[P](C2C=CC=CC=2)(C2C=CC=CC=2)C2C=CC=CC=2)(C2C=CC=CC=2)C2C=CC=CC=2)=CC=1. The product is [CH2:1]([N:8]1[C:13](=[O:14])[C:12]([C:27]2[CH:28]=[CH:29][C:24]([O:23][CH2:16][C:17]3[CH:18]=[CH:19][CH:20]=[CH:21][CH:22]=3)=[C:25]([F:33])[CH:26]=2)=[CH:11][N:10]=[CH:9]1)[C:2]1[CH:7]=[CH:6][CH:5]=[CH:4][CH:3]=1. The yield is 0.320. (4) The reactants are [Cl-].O[NH3+:3].[C:4](=[O:7])([O-])[OH:5].[Na+].CS(C)=O.[CH3:13][C:14]1[N:49]=[C:17]2[N:18]([CH2:41][C:42]3[CH:47]=[CH:46][C:45]([F:48])=[CH:44][CH:43]=3)[C:19](=[O:40])[C:20]([CH2:25][C:26]3[CH:31]=[CH:30][C:29]([C:32]4[C:33]([C:38]#[N:39])=[CH:34][CH:35]=[CH:36][CH:37]=4)=[CH:28][CH:27]=3)=[C:21]([CH2:22][CH2:23][CH3:24])[N:16]2[N:15]=1. The catalyst is C(OCC)(=O)C. The product is [F:48][C:45]1[CH:46]=[CH:47][C:42]([CH2:41][N:18]2[C:19](=[O:40])[C:20]([CH2:25][C:26]3[CH:27]=[CH:28][C:29]([C:32]4[CH:37]=[CH:36][CH:35]=[CH:34][C:33]=4[C:38]4[NH:3][C:4](=[O:7])[O:5][N:39]=4)=[CH:30][CH:31]=3)=[C:21]([CH2:22][CH2:23][CH3:24])[N:16]3[N:15]=[C:14]([CH3:13])[N:49]=[C:17]23)=[CH:43][CH:44]=1. The yield is 0.410. (5) The reactants are [CH:1]1[C:10]2[C:5](=[C:6]([NH:11][CH2:12][C:13]([OH:15])=O)[CH:7]=[CH:8][CH:9]=2)[CH:4]=[CH:3][N:2]=1.CCN([CH:22]([CH3:24])[CH3:23])C(C)C.CN(C(ON1N=N[C:35]2[CH:36]=[CH:37][CH:38]=N[C:34]1=2)=[N+](C)C)C.F[P-](F)(F)(F)(F)F.[C:49]([O-])(O)=O.[Na+].[CH3:54][N:55]([CH:57]=O)C. The product is [NH3:2].[CH2:54]([N:55]([CH2:57][CH:23]1[CH2:22][CH2:24]1)[C:13](=[O:15])[CH2:12][NH:11][C:6]1[CH:7]=[CH:8][CH:9]=[C:10]2[C:5]=1[CH:4]=[CH:3][N:2]=[CH:1]2)[C:34]1[CH:49]=[CH:38][CH:37]=[CH:36][CH:35]=1. The catalyst is O. The yield is 0.0200. (6) The product is [NH2:1][C:2]1[C:11]2[C:6](=[C:7]([C:21]3[CH:22]=[CH:23][C:24]([O:26][CH3:27])=[CH:25][C:20]=3[F:19])[CH:8]=[CH:9][CH:10]=2)[N:5]=[N:4][C:3]=1[C:13]([NH:15][CH2:16][CH2:17][CH3:18])=[O:14]. No catalyst specified. The yield is 0.660. The reactants are [NH2:1][C:2]1[C:11]2[C:6](=[C:7](Br)[CH:8]=[CH:9][CH:10]=2)[N:5]=[N:4][C:3]=1[C:13]([NH:15][CH2:16][CH2:17][CH3:18])=[O:14].[F:19][C:20]1[CH:25]=[C:24]([O:26][CH3:27])[CH:23]=[CH:22][C:21]=1B(O)O. (7) The reactants are [NH2:1][C@@H:2]([CH2:14][N:15]([CH3:17])[CH3:16])[CH2:3][C:4]([O:6][CH2:7][C:8]1[CH:13]=[CH:12][CH:11]=[CH:10][CH:9]=1)=[O:5].C(N(CC)CC)C.[CH3:25][N:26]1[C:30]([C:31]2[S:35][C:34]([S:36](Cl)(=[O:38])=[O:37])=[CH:33][CH:32]=2)=[CH:29][C:28]([C:40]([F:43])([F:42])[F:41])=[N:27]1. The catalyst is CN(C1C=CN=CC=1)C.C(Cl)Cl. The product is [CH3:17][N:15]([CH3:16])[CH2:14][C@H:2]([NH:1][S:36]([C:34]1[S:35][C:31]([C:30]2[N:26]([CH3:25])[N:27]=[C:28]([C:40]([F:41])([F:42])[F:43])[CH:29]=2)=[CH:32][CH:33]=1)(=[O:37])=[O:38])[CH2:3][C:4]([O:6][CH2:7][C:8]1[CH:13]=[CH:12][CH:11]=[CH:10][CH:9]=1)=[O:5]. The yield is 0.570. (8) The reactants are [C:1]([O:4][CH:5]1[CH2:10][CH2:9][N:8]([C:11]2[CH:16]=[CH:15][C:14](Br)=[CH:13]N=2)[CH2:7][CH2:6]1)(=[O:3])[CH3:2].[B:18]1([B:18]2[O:22][C:21]([CH3:24])([CH3:23])[C:20]([CH3:26])([CH3:25])[O:19]2)[O:22][C:21]([CH3:24])([CH3:23])[C:20]([CH3:26])([CH3:25])[O:19]1.[CH3:36]C([O-])=O.[K+]. The catalyst is CN(C=O)C. The product is [C:1]([O:4][CH:5]1[CH2:10][CH2:9][N:8]([C:11]2[CH:36]=[CH:13][C:14]([B:18]3[O:22][C:21]([CH3:24])([CH3:23])[C:20]([CH3:26])([CH3:25])[O:19]3)=[CH:15][CH:16]=2)[CH2:7][CH2:6]1)(=[O:3])[CH3:2]. The yield is 0.540. (9) The reactants are [NH2:1][C:2]1[C:11]2[C:6](=[C:7](Br)[CH:8]=[CH:9][CH:10]=2)[N:5]=[N:4][C:3]=1[C:13]([NH:15][CH2:16][CH2:17][CH3:18])=[O:14].[F:19][C:20]1[CH:25]=[C:24]([O:26][CH3:27])[CH:23]=[CH:22][C:21]=1B(O)O. No catalyst specified. The product is [NH2:1][C:2]1[C:11]2[C:6](=[C:7]([C:21]3[CH:22]=[CH:23][C:24]([O:26][CH3:27])=[CH:25][C:20]=3[F:19])[CH:8]=[CH:9][CH:10]=2)[N:5]=[N:4][C:3]=1[C:13]([NH:15][CH2:16][CH2:17][CH3:18])=[O:14]. The yield is 0.660.